Predict the product of the given reaction. From a dataset of Forward reaction prediction with 1.9M reactions from USPTO patents (1976-2016). (1) Given the reactants [Br:1][C:2]1[CH:3]=[C:4]([OH:8])[CH:5]=[CH:6][CH:7]=1.C(=O)([O-])[O-].[Cs+].[Cs+].Cl[CH2:16][C:17](=[O:19])[CH3:18], predict the reaction product. The product is: [Br:1][C:2]1[CH:3]=[C:4]([CH:5]=[CH:6][CH:7]=1)[O:8][CH2:16][C:17](=[O:19])[CH3:18]. (2) The product is: [CH3:1][CH:2]([CH3:36])[CH2:3][O:4][C:5]([C:7]1[C:12](=[O:13])[N:11]([CH2:14][C:15]2[CH:20]=[CH:19][C:18]([OH:21])=[C:17]([F:29])[C:16]=2[F:30])[N:10]2[CH2:31][CH2:32][CH2:33][C@:9]2([CH3:34])[C:8]=1[OH:35])=[O:6]. Given the reactants [CH3:1][CH:2]([CH3:36])[CH2:3][O:4][C:5]([C:7]1[C:12](=[O:13])[N:11]([CH2:14][C:15]2[CH:20]=[CH:19][C:18]([O:21]CC3C=CC=CC=3)=[C:17]([F:29])[C:16]=2[F:30])[N:10]2[CH2:31][CH2:32][CH2:33][C@:9]2([CH3:34])[C:8]=1[OH:35])=[O:6], predict the reaction product. (3) Given the reactants [Si:1]([O:8][CH2:9][C@@H:10]1[C:15]([CH2:16][CH3:17])=[CH:14][C:13](=[O:18])[CH2:12][N:11]1[C:19]([O:21][C:22]([CH3:25])([CH3:24])[CH3:23])=[O:20])([C:4]([CH3:7])([CH3:6])[CH3:5])([CH3:3])[CH3:2].[Si](OC[C@@H]1C=C(C)[C@H](O)CN1C(OC(C)(C)C)=O)(C(C)(C)C)(C)C, predict the reaction product. The product is: [Si:1]([O:8][CH2:9][C@@H:10]1[C:15]([CH2:16][CH3:17])=[CH:14][C@H:13]([OH:18])[CH2:12][N:11]1[C:19]([O:21][C:22]([CH3:23])([CH3:25])[CH3:24])=[O:20])([C:4]([CH3:7])([CH3:5])[CH3:6])([CH3:3])[CH3:2]. (4) The product is: [S:21]1[CH:22]=[CH:23][CH:24]=[C:20]1[CH:7]([CH3:12])[CH:6]=[O:5]. Given the reactants C(OP(C[N+]#[C-])(=O)[O:5][CH2:6][CH3:7])C.[CH2:12]([Li])CCC.C([C:20]1[S:21][CH:22]=[CH:23][CH:24]=1)(=O)C.Cl, predict the reaction product.